Predict the reaction yield, written as a fraction of the theoretical maximum amount of product (1.0 means a 100% yield; for example, 0.34 means a 34% yield). From a dataset of Reaction yield outcomes from USPTO patents with 853,638 reactions. (1) The reactants are [C:1]([O:5][C:6]([NH:8][C@H:9]([CH3:12])[CH2:10][OH:11])=[O:7])([CH3:4])([CH3:3])[CH3:2].[H-].[Na+].[CH2:15](Br)[C:16]1[CH:21]=[CH:20][CH:19]=[CH:18][CH:17]=1.O. The catalyst is C1COCC1.[I-].C([N+](CCCC)(CCCC)CCCC)CCC. The product is [CH2:15]([O:11][CH2:10][C@H:9]([NH:8][C:6]([O:5][C:1]([CH3:4])([CH3:3])[CH3:2])=[O:7])[CH3:12])[C:16]1[CH:21]=[CH:20][CH:19]=[CH:18][CH:17]=1. The yield is 0.600. (2) The reactants are [O:1]=[C:2]1[NH:6][C:5](=[O:7])[C:4](=[CH:8][C:9]2[CH:14]=[CH:13][C:12]([C:15]3[CH:20]=[CH:19][CH:18]=[C:17]([C:21]([OH:23])=O)[CH:16]=3)=[CH:11][CH:10]=2)[S:3]1.ON1C2C=CC=CC=2N=N1.[CH2:34]([NH2:42])[CH2:35][CH2:36][CH2:37][CH2:38][CH2:39][CH2:40][CH3:41].Cl.CN(C)CCCN=C=NCC. The yield is 0.330. The product is [CH2:34]([NH:42][C:21]([C:17]1[CH:16]=[C:15]([C:12]2[CH:11]=[CH:10][C:9]([CH:8]=[C:4]3[S:3][C:2](=[O:1])[NH:6][C:5]3=[O:7])=[CH:14][CH:13]=2)[CH:20]=[CH:19][CH:18]=1)=[O:23])[CH2:35][CH2:36][CH2:37][CH2:38][CH2:39][CH2:40][CH3:41]. The catalyst is O.CN(C)C=O. (3) The reactants are Cl[C:2]1[N:7]=[C:6]([NH:8][CH2:9][CH2:10][CH3:11])[N:5]=[C:4]([NH:12][CH2:13][CH2:14][CH3:15])[N:3]=1.Cl.[CH2:17]([O:21][NH:22][CH3:23])[CH:18]([CH3:20])[CH3:19]. No catalyst specified. The product is [CH2:13]([NH:12][C:4]1[N:5]=[C:6]([NH:8][CH2:9][CH2:10][CH3:11])[N:7]=[C:2]([N:22]([CH3:23])[O:21][CH2:17][CH:18]([CH3:20])[CH3:19])[N:3]=1)[CH2:14][CH3:15]. The yield is 0.820. (4) The catalyst is CC(N(C)C)=O.CCOC(C)=O. The product is [CH3:27][O:26][C:20]1[CH:21]=[C:22]([O:24][CH3:25])[CH:23]=[C:15]2[C:16]=1[C:17](=[O:18])[NH:19][C:1]([C:3]1[CH:8]=[CH:7][C:6]([NH:9][S:10]([CH3:13])(=[O:12])=[O:11])=[CH:5][CH:4]=1)=[N:14]2. The yield is 0.110. The reactants are [CH:1]([C:3]1[CH:8]=[CH:7][C:6]([NH:9][S:10]([CH3:13])(=[O:12])=[O:11])=[CH:5][CH:4]=1)=O.[NH2:14][C:15]1[CH:23]=[C:22]([O:24][CH3:25])[CH:21]=[C:20]([O:26][CH3:27])[C:16]=1[C:17]([NH2:19])=[O:18].OS([O-])=O.[Na+].CC1C=CC(S(O)(=O)=O)=CC=1.O. (5) The reactants are CO[C:3](=[O:20])[C:4]1[CH:9]=[C:8]([C:10]2[N:11]([CH3:15])[N:12]=[CH:13][CH:14]=2)[C:7]([CH:16]([F:18])[F:17])=[CH:6][C:5]=1[NH2:19].[CH3:21][S:22]([NH:25][NH2:26])(=[O:24])=[O:23].[OH-:27].[Na+].[CH2:29](Cl)Cl. No catalyst specified. The product is [F:18][CH:16]([F:17])[C:7]1[CH:6]=[C:5]2[C:4]([C:3](=[O:20])[N:26]([NH:25][S:22]([CH3:21])(=[O:24])=[O:23])[C:29](=[O:27])[NH:19]2)=[CH:9][C:8]=1[C:10]1[N:11]([CH3:15])[N:12]=[CH:13][CH:14]=1. The yield is 0.550.